This data is from Reaction yield outcomes from USPTO patents with 853,638 reactions. The task is: Predict the reaction yield, written as a fraction of the theoretical maximum amount of product (1.0 means a 100% yield; for example, 0.34 means a 34% yield). (1) The catalyst is [Cl-].C([N+](CCCC)(CCCC)CCCC)CCC.C1(C)C=CC=CC=1. The yield is 0.360. The product is [CH2:1]([O:21][CH:25]([CH2:33][CH3:34])[C:26]([O:28][C:29]([CH3:32])([CH3:31])[CH3:30])=[O:27])[CH2:2][CH2:3][CH2:4]/[CH:5]=[CH:6]\[CH2:7]/[CH:8]=[CH:9]\[CH2:10]/[CH:11]=[CH:12]\[CH2:13]/[CH:14]=[CH:15]\[CH2:16]/[CH:17]=[CH:18]\[CH2:19][CH3:20]. The reactants are [CH2:1]([OH:21])[CH2:2][CH2:3][CH2:4]/[CH:5]=[CH:6]\[CH2:7]/[CH:8]=[CH:9]\[CH2:10]/[CH:11]=[CH:12]\[CH2:13]/[CH:14]=[CH:15]\[CH2:16]/[CH:17]=[CH:18]\[CH2:19][CH3:20].[OH-].[Na+].Br[CH:25]([CH2:33][CH3:34])[C:26]([O:28][C:29]([CH3:32])([CH3:31])[CH3:30])=[O:27]. (2) The reactants are [CH3:1][O:2][C:3]1[CH:8]=[CH:7][CH:6]=[CH:5][C:4]=1[C:9]1[N:14]=[CH:13][N:12]=[C:11]([NH2:15])[CH:10]=1.[CH2:16]([O:23][C:24]([N:26]1[CH2:31][CH2:30][CH2:29][C@@H:28]([C:32](Cl)=[O:33])[CH2:27]1)=[O:25])[C:17]1[CH:22]=[CH:21][CH:20]=[CH:19][CH:18]=1.C(OCC)(=O)C. The catalyst is ClCCl.CN(C)C1C=CN=CC=1.CCCCCC. The product is [CH2:16]([O:23][C:24]([N:26]1[CH2:31][CH2:30][CH2:29][C@@H:28]([C:32](=[O:33])[NH:15][C:11]2[CH:10]=[C:9]([C:4]3[CH:5]=[CH:6][CH:7]=[CH:8][C:3]=3[O:2][CH3:1])[N:14]=[CH:13][N:12]=2)[CH2:27]1)=[O:25])[C:17]1[CH:22]=[CH:21][CH:20]=[CH:19][CH:18]=1. The yield is 0.670. (3) The catalyst is CO. The product is [O:14]([CH2:13][C:11]1[NH:10][N:9]=[C:8]([C:6]([OH:7])=[O:5])[CH:12]=1)[C:15]1[CH:20]=[CH:19][CH:18]=[CH:17][CH:16]=1. The yield is 0.884. The reactants are [OH-].[Na+].C([O:5][C:6]([C:8]1[CH:12]=[C:11]([CH2:13][O:14][C:15]2[CH:20]=[CH:19][CH:18]=[CH:17][CH:16]=2)[NH:10][N:9]=1)=[O:7])C.